Dataset: Peptide-MHC class I binding affinity with 185,985 pairs from IEDB/IMGT. Task: Regression. Given a peptide amino acid sequence and an MHC pseudo amino acid sequence, predict their binding affinity value. This is MHC class I binding data. (1) The peptide sequence is FMGRLGPEY. The MHC is HLA-B08:01 with pseudo-sequence HLA-B08:01. The binding affinity (normalized) is 0.0847. (2) The peptide sequence is PHDPDFLVL. The MHC is HLA-B48:01 with pseudo-sequence HLA-B48:01. The binding affinity (normalized) is 0.0847. (3) The peptide sequence is QMISSIDRFF. The MHC is HLA-A24:02 with pseudo-sequence HLA-A24:02. The binding affinity (normalized) is 0.219.